From a dataset of Catalyst prediction with 721,799 reactions and 888 catalyst types from USPTO. Predict which catalyst facilitates the given reaction. (1) Reactant: [CH2:1]([N:3]([CH2:18][CH3:19])[C:4]1[CH:9]=[CH:8][C:7]([C:10]2[S:11][C:12]([N+:15]([O-])=O)=[CH:13][N:14]=2)=[CH:6][CH:5]=1)[CH3:2]. Product: [CH2:18]([N:3]([CH2:1][CH3:2])[C:4]1[CH:9]=[CH:8][C:7]([C:10]2[S:11][C:12]([NH2:15])=[CH:13][N:14]=2)=[CH:6][CH:5]=1)[CH3:19]. The catalyst class is: 19. (2) Reactant: [Br:1][C:2]1[CH:10]=[CH:9][C:5]([C:6]([OH:8])=O)=[CH:4][N:3]=1.[C:11]([O:15][C:16]([NH:18][C:19]1[CH:24]=[CH:23][CH:22]=[CH:21][C:20]=1[NH2:25])=[O:17])([CH3:14])([CH3:13])[CH3:12].O. Product: [C:11]([O:15][C:16]([NH:18][C:19]1[CH:24]=[CH:23][CH:22]=[CH:21][C:20]=1[NH:25][C:6](=[O:8])[C:5]1[CH:9]=[CH:10][C:2]([Br:1])=[N:3][CH:4]=1)=[O:17])([CH3:14])([CH3:12])[CH3:13]. The catalyst class is: 3.